Task: Predict the reaction yield, written as a fraction of the theoretical maximum amount of product (1.0 means a 100% yield; for example, 0.34 means a 34% yield).. Dataset: Reaction yield outcomes from USPTO patents with 853,638 reactions The reactants are [Br:1][C:2]1[CH:7]=[CH:6][C:5]([F:8])=[CH:4][C:3]=1[CH2:9][CH:10]=[O:11].[BH4-].[Na+].C(N(C(C)C)CC)(C)C.[CH3:23][O:24][CH2:25]Cl. The catalyst is CO.O.ClCCl. The product is [Br:1][C:2]1[CH:7]=[CH:6][C:5]([F:8])=[CH:4][C:3]=1[CH2:9][CH2:10][O:11][CH2:23][O:24][CH3:25]. The yield is 0.680.